This data is from Merck oncology drug combination screen with 23,052 pairs across 39 cell lines. The task is: Regression. Given two drug SMILES strings and cell line genomic features, predict the synergy score measuring deviation from expected non-interaction effect. Drug 1: CN1C(=O)C=CC2(C)C3CCC4(C)C(NC(=O)OCC(F)(F)F)CCC4C3CCC12. Drug 2: COc1cc(C2c3cc4c(cc3C(OC3OC5COC(C)OC5C(O)C3O)C3COC(=O)C23)OCO4)cc(OC)c1O. Cell line: UACC62. Synergy scores: synergy=14.8.